Dataset: Full USPTO retrosynthesis dataset with 1.9M reactions from patents (1976-2016). Task: Predict the reactants needed to synthesize the given product. (1) Given the product [O:3]1[C:7]2[CH:8]=[CH:9][C:10]([C:12]3[N:17]=[C:16]([C:18]([NH:20][C:21]4[C:30]([CH3:31])=[CH:29][C:24]([C:25]([OH:27])=[O:26])=[CH:23][C:22]=4[CH3:32])=[O:19])[C:15]([CH3:33])=[CH:14][CH:13]=3)=[CH:11][C:6]=2[O:5][CH2:4]1, predict the reactants needed to synthesize it. The reactants are: [Li+].[OH-].[O:3]1[C:7]2[CH:8]=[CH:9][C:10]([C:12]3[N:17]=[C:16]([C:18]([NH:20][C:21]4[C:30]([CH3:31])=[CH:29][C:24]([C:25]([O:27]C)=[O:26])=[CH:23][C:22]=4[CH3:32])=[O:19])[C:15]([CH3:33])=[CH:14][CH:13]=3)=[CH:11][C:6]=2[O:5][CH2:4]1.Cl. (2) Given the product [CH3:37][O:36][CH2:35][CH2:34][N:28]1[C:29](=[O:33])[CH2:30][CH2:31][CH2:32][C:26]2[CH:25]=[C:24]([NH:23][C:2]3[N:7]=[C:6]([NH:8][C:9]4[CH:18]=[CH:17][CH:16]=[CH:15][C:10]=4[C:11]([NH:13][CH3:14])=[O:12])[C:5]([C:19]([F:22])([F:21])[F:20])=[CH:4][N:3]=3)[CH:39]=[CH:38][C:27]1=2, predict the reactants needed to synthesize it. The reactants are: Cl[C:2]1[N:7]=[C:6]([NH:8][C:9]2[CH:18]=[CH:17][CH:16]=[CH:15][C:10]=2[C:11]([NH:13][CH3:14])=[O:12])[C:5]([C:19]([F:22])([F:21])[F:20])=[CH:4][N:3]=1.[NH2:23][C:24]1[CH:39]=[CH:38][C:27]2[N:28]([CH2:34][CH2:35][O:36][CH3:37])[C:29](=[O:33])[CH2:30][CH2:31][CH2:32][C:26]=2[CH:25]=1. (3) Given the product [C:1]([O:5][C:6]([N:8]([CH2:49][CH2:50][N:51]([C:53]([O:55][C:56]([CH3:59])([CH3:58])[CH3:57])=[O:54])[CH3:52])[C@H:9]1[CH2:14][CH2:13][C@H:12]([CH:15]([CH2:68][OH:69])[C:16]([NH:18][C@H:19]([B:36]2[O:44][CH:43]3[C:38]([CH3:48])([CH:39]4[CH2:45][CH:41]([CH2:42]3)[C:40]4([CH3:47])[CH3:46])[O:37]2)[CH2:20][C:21]2[C:22]([O:34][CH3:35])=[C:23]([CH:31]=[CH:32][CH:33]=2)[C:24]([O:26][C:27]([CH3:30])([CH3:29])[CH3:28])=[O:25])=[O:17])[CH2:11][CH2:10]1)=[O:7])([CH3:2])([CH3:3])[CH3:4], predict the reactants needed to synthesize it. The reactants are: [C:1]([O:5][C:6]([N:8]([CH2:49][CH2:50][N:51]([C:53]([O:55][C:56]([CH3:59])([CH3:58])[CH3:57])=[O:54])[CH3:52])[C@H:9]1[CH2:14][CH2:13][C@H:12]([CH2:15][C:16]([NH:18][C@H:19]([B:36]2[O:44][CH:43]3[C:38]([CH3:48])([CH:39]4[CH2:45][CH:41]([CH2:42]3)[C:40]4([CH3:47])[CH3:46])[O:37]2)[CH2:20][C:21]2[C:22]([O:34][CH3:35])=[C:23]([CH:31]=[CH:32][CH:33]=2)[C:24]([O:26][C:27]([CH3:30])([CH3:29])[CH3:28])=[O:25])=[O:17])[CH2:11][CH2:10]1)=[O:7])([CH3:4])([CH3:3])[CH3:2].[Li+].CC([N-]C(C)C)C.[CH2:68]=[O:69]. (4) Given the product [C:19]([C:24]1[O:1][N:2]=[C:3]([C:5]2[CH:6]=[CH:7][C:8]3[C:12]4[CH:13]=[CH:14][CH:15]=[CH:16][C:11]=4[O:10][C:9]=3[CH:17]=2)[N:4]=1)([CH3:23])([CH3:20])[CH3:18], predict the reactants needed to synthesize it. The reactants are: [OH:1][N:2]=[C:3]([C:5]1[CH:6]=[CH:7][C:8]2[C:12]3[CH:13]=[CH:14][CH:15]=[CH:16][C:11]=3[O:10][C:9]=2[CH:17]=1)[NH2:4].[CH3:18][C:19]([CH3:24])([CH3:23])[C:20](O)=O.CC(C)(C)C(OC(=O)C(C)(C)C)=O. (5) Given the product [C:16]1([CH3:32])[CH:21]=[CH:20][CH:19]=[C:18]([N:22]2[N:26]=[N:25][C:24]([C:27](=[O:28])[CH3:4])=[N:23]2)[CH:17]=1, predict the reactants needed to synthesize it. The reactants are: C[Mg]Br.[C:4]1(C)C=CC=CC=1.C1COCC1.[C:16]1([CH3:32])[CH:21]=[CH:20][CH:19]=[C:18]([N:22]2[N:26]=[N:25][C:24]([C:27](OCC)=[O:28])=[N:23]2)[CH:17]=1.CC(O)=O.C(=O)([O-])[O-].[K+].[K+].